From a dataset of Retrosynthesis with 50K atom-mapped reactions and 10 reaction types from USPTO. Predict the reactants needed to synthesize the given product. (1) The reactants are: CCCCC(=O)c1cccc(OCCOCCO)c1.O=C(c1ccc(O)cc1)c1ccc(O)cc1. Given the product CCCCC(=C(c1ccc(O)cc1)c1ccc(O)cc1)c1cccc(OCCOCCO)c1, predict the reactants needed to synthesize it. (2) Given the product CC(C)(CNC(=O)c1cccc(-c2noc(C(F)(F)F)n2)c1)c1nc(-c2cc(F)cc(F)c2)cs1, predict the reactants needed to synthesize it. The reactants are: CC(C)(CN)c1nc(-c2cc(F)cc(F)c2)cs1.O=C(O)c1cccc(-c2noc(C(F)(F)F)n2)c1.